From a dataset of Forward reaction prediction with 1.9M reactions from USPTO patents (1976-2016). Predict the product of the given reaction. Given the reactants [BH4-].[Na+].[CH2:3]([N:10]1[CH2:15][CH2:14][C:13](=[O:16])[CH:12]([CH2:17][CH2:18][CH3:19])[CH2:11]1)[C:4]1[CH:9]=[CH:8][CH:7]=[CH:6][CH:5]=1, predict the reaction product. The product is: [CH2:3]([N:10]1[CH2:15][CH2:14][CH:13]([OH:16])[CH:12]([CH2:17][CH2:18][CH3:19])[CH2:11]1)[C:4]1[CH:5]=[CH:6][CH:7]=[CH:8][CH:9]=1.